From a dataset of Peptide-MHC class II binding affinity with 134,281 pairs from IEDB. Regression. Given a peptide amino acid sequence and an MHC pseudo amino acid sequence, predict their binding affinity value. This is MHC class II binding data. (1) The peptide sequence is KFDSQLARRHMARELH. The MHC is DRB1_1501 with pseudo-sequence DRB1_1501. The binding affinity (normalized) is 0.375. (2) The peptide sequence is RIFGRRSIPVNEALA. The MHC is DRB1_0801 with pseudo-sequence DRB1_0801. The binding affinity (normalized) is 0.657.